Dataset: Catalyst prediction with 721,799 reactions and 888 catalyst types from USPTO. Task: Predict which catalyst facilitates the given reaction. (1) Reactant: [NH2:1][C@H:2]([C@@H:23]1[O:27][C:26](=[O:28])[N:25]([C:29]2([C:32]3[CH:37]=[CH:36][CH:35]=[C:34]([CH:38]([CH3:40])[CH3:39])[CH:33]=3)[CH2:31][CH2:30]2)[CH2:24]1)[CH2:3][C:4]1[CH:9]=[CH:8][C:7]([NH:10][C:11]2[CH:16]=[C:15]([C:17]3[CH:22]=[CH:21][CH:20]=[CH:19][CH:18]=3)[N:14]=[CH:13][N:12]=2)=[CH:6][CH:5]=1.[CH3:41][O:42][CH2:43][C:44](O)=[O:45].CCN(CC)CC. Product: [CH:38]([C:34]1[CH:33]=[C:32]([C:29]2([N:25]3[CH2:24][C@H:23]([C@@H:2]([NH:1][C:44](=[O:45])[CH2:43][O:42][CH3:41])[CH2:3][C:4]4[CH:5]=[CH:6][C:7]([NH:10][C:11]5[CH:16]=[C:15]([C:17]6[CH:18]=[CH:19][CH:20]=[CH:21][CH:22]=6)[N:14]=[CH:13][N:12]=5)=[CH:8][CH:9]=4)[O:27][C:26]3=[O:28])[CH2:31][CH2:30]2)[CH:37]=[CH:36][CH:35]=1)([CH3:40])[CH3:39]. The catalyst class is: 2. (2) Reactant: [N+:1]([C:4]1[CH:19]=[CH:18][C:7]([CH2:8][CH2:9][NH:10][C:11](=[O:17])[O:12][C:13]([CH3:16])([CH3:15])[CH3:14])=[CH:6][CH:5]=1)([O-])=O.[H][H].CCCCCC.C(OCC)(=O)C. Product: [NH2:1][C:4]1[CH:19]=[CH:18][C:7]([CH2:8][CH2:9][NH:10][C:11](=[O:17])[O:12][C:13]([CH3:16])([CH3:14])[CH3:15])=[CH:6][CH:5]=1. The catalyst class is: 791. (3) Product: [C:20]1([C:8]2[CH:7]=[CH:6][CH:5]=[C:4]3[C:9]=2[C:10]([NH:12][CH2:13][C:14]2[CH:19]=[CH:18][CH:17]=[CH:16][N:15]=2)=[N:11][C:2]([C:34]2[CH:35]=[N:36][CH:37]=[C:38]([CH:41]=2)[CH:39]=[O:40])=[N:3]3)[CH:25]=[CH:24][CH:23]=[CH:22][CH:21]=1. The catalyst class is: 38. Reactant: Cl[C:2]1[N:11]=[C:10]([NH:12][CH2:13][C:14]2[CH:19]=[CH:18][CH:17]=[CH:16][N:15]=2)[C:9]2[C:4](=[CH:5][CH:6]=[CH:7][C:8]=2[C:20]2[CH:25]=[CH:24][CH:23]=[CH:22][CH:21]=2)[N:3]=1.CC1(C)C(C)(C)OB([C:34]2[CH:35]=[N:36][CH:37]=[C:38]([CH:41]=2)[CH:39]=[O:40])O1.C(=O)([O-])[O-].[K+].[K+]. (4) Reactant: [CH3:1][O:2][C:3](=[O:19])[CH2:4][CH2:5][CH2:6][C:7]1[S:18][C:10]2=[N:11][CH:12]=[C:13]([C:16]#[N:17])[C:14](Cl)=[C:9]2[CH:8]=1.[CH3:20][O:21][C:22]1[CH:23]=[C:24]([CH:26]=[C:27]([O:31][CH3:32])[C:28]=1[O:29][CH3:30])[NH2:25].Cl.N1C=CC=CC=1. Product: [CH3:1][O:2][C:3](=[O:19])[CH2:4][CH2:5][CH2:6][C:7]1[S:18][C:10]2=[N:11][CH:12]=[C:13]([C:16]#[N:17])[C:14]([NH:25][C:24]3[CH:26]=[C:27]([O:31][CH3:32])[C:28]([O:29][CH3:30])=[C:22]([O:21][CH3:20])[CH:23]=3)=[C:9]2[CH:8]=1. The catalyst class is: 486. (5) Reactant: C([O:8][C:9]1[C:10](=[O:29])[CH:11]=[C:12]([CH3:28])[N:13]2[CH2:18][CH2:17][N:16]([CH2:19][C:20]3[CH:25]=[CH:24][C:23]([F:26])=[CH:22][CH:21]=3)[C:15](=[O:27])[C:14]=12)C1C=CC=CC=1.[Br:30]Br. Product: [Br:30][C:11]1[C:10](=[O:29])[C:9]([OH:8])=[C:14]2[C:15](=[O:27])[N:16]([CH2:19][C:20]3[CH:25]=[CH:24][C:23]([F:26])=[CH:22][CH:21]=3)[CH2:17][CH2:18][N:13]2[C:12]=1[CH3:28]. The catalyst class is: 2. (6) Product: [C:1]([NH:4][C:5]1[CH:6]=[C:7]([CH:11]2[CH2:12][CH2:13][N:14]([CH2:17][CH2:18][CH2:19][NH:20][C:21]([N:23]3[C@@H:28]([C:29]4[CH:34]=[CH:33][C:32]([F:35])=[C:31]([F:36])[CH:30]=4)[C:27]([C:37]([O:39][CH3:40])=[O:38])=[C:26]([CH2:41][O:42][CH3:43])[NH:25][C:24]3=[O:44])=[O:22])[CH2:15][CH2:16]2)[CH:8]=[CH:9][CH:10]=1)(=[O:3])[CH3:2]. Reactant: [C:1]([NH:4][C:5]1[CH:6]=[C:7]([C:11]2[CH2:12][CH2:13][N:14]([CH2:17][CH2:18][CH2:19][NH:20][C:21]([N:23]3[C@@H:28]([C:29]4[CH:34]=[CH:33][C:32]([F:35])=[C:31]([F:36])[CH:30]=4)[C:27]([C:37]([O:39][CH3:40])=[O:38])=[C:26]([CH2:41][O:42][CH3:43])[NH:25][C:24]3=[O:44])=[O:22])[CH2:15][CH:16]=2)[CH:8]=[CH:9][CH:10]=1)(=[O:3])[CH3:2]. The catalyst class is: 45.